Task: Predict the reactants needed to synthesize the given product.. Dataset: Full USPTO retrosynthesis dataset with 1.9M reactions from patents (1976-2016) (1) Given the product [Cl:3][C:4]1[C:5]([N:16]2[CH2:21][CH2:20][N:19]([C:26]([NH:27][S:28]([C:31]3[S:32][C:33]([Cl:36])=[CH:34][CH:35]=3)(=[O:30])=[O:29])=[O:25])[CH2:18][CH2:17]2)=[N:6][CH:7]=[C:8]([C:10]2[O:14][N:13]=[C:12]([CH3:15])[CH:11]=2)[CH:9]=1, predict the reactants needed to synthesize it. The reactants are: Cl.Cl.[Cl:3][C:4]1[C:5]([N:16]2[CH2:21][CH2:20][NH:19][CH2:18][CH2:17]2)=[N:6][CH:7]=[C:8]([C:10]2[O:14][N:13]=[C:12]([CH3:15])[CH:11]=2)[CH:9]=1.ClC(Cl)(Cl)C[O:25][C:26](=O)[NH:27][S:28]([C:31]1[S:32][C:33]([Cl:36])=[CH:34][CH:35]=1)(=[O:30])=[O:29].CCN(C(C)C)C(C)C.CCOC(C)=O. (2) Given the product [Cl:1][C:2]1[CH:7]=[CH:6][C:5]([C@@:8]2([CH3:54])[C@:12]([C:14]3[CH:19]=[CH:18][C:17]([Cl:20])=[CH:16][CH:15]=3)([CH3:13])[N:11]([C:21]([N:23]3[CH2:24][CH2:25][N:26]([CH2:29][CH2:30][NH:65][S:66]([CH3:69])(=[O:68])=[O:67])[CH2:27][CH2:28]3)=[O:22])[C:10]([C:36]3[C:37]([O:51][CH2:52][CH3:53])=[CH:38][C:39]([Cl:50])=[C:40]([S:42]([NH:45][C:46]([CH3:47])([CH3:48])[CH3:49])(=[O:43])=[O:44])[CH:41]=3)=[N:9]2)=[CH:4][CH:3]=1, predict the reactants needed to synthesize it. The reactants are: [Cl:1][C:2]1[CH:7]=[CH:6][C:5]([C@@:8]2([CH3:54])[C@:12]([C:14]3[CH:19]=[CH:18][C:17]([Cl:20])=[CH:16][CH:15]=3)([CH3:13])[N:11]([C:21]([N:23]3[CH2:28][CH2:27][N:26]([CH2:29][CH2:30]CS(C)(=O)=O)[CH2:25][CH2:24]3)=[O:22])[C:10]([C:36]3[C:37]([O:51][CH2:52][CH3:53])=[CH:38][C:39]([Cl:50])=[C:40]([S:42]([NH:45][C:46]([CH3:49])([CH3:48])[CH3:47])(=[O:44])=[O:43])[CH:41]=3)=[N:9]2)=[CH:4][CH:3]=1.Cl.Cl.N1(CC[NH:65][S:66]([CH3:69])(=[O:68])=[O:67])CCNCC1. (3) Given the product [SH:12][C:13]1[CH:18]=[CH:17][CH:16]=[CH:15][C:14]=1[C:19](=[O:21])[CH3:20], predict the reactants needed to synthesize it. The reactants are: [Cl-].[Al+3].[Cl-].[Cl-].C([S:12][C:13]1[CH:18]=[CH:17][CH:16]=[CH:15][C:14]=1[C:19](=[O:21])[CH3:20])C1C=CC=CC=1. (4) Given the product [CH2:33]([O:32][C:25]1[CH:26]=[CH:27][C:28]([CH2:30][C:36]2[CH:45]=[C:44]3[C:38](=[CH:39][CH:40]=[CH:41][CH:42]=[CH:43]3)[C:37]=2[C:46]([O:48][CH3:49])=[O:47])=[CH:29][C:24]=1[C@H:6]1[C@H:5]([O:4][C:1](=[O:3])[CH3:2])[C@@H:10]([O:11][C:12](=[O:14])[CH3:13])[C@H:9]([O:15][C:16](=[O:18])[CH3:17])[C@@H:8]([CH2:19][O:20][C:21](=[O:23])[CH3:22])[O:7]1)[CH3:34], predict the reactants needed to synthesize it. The reactants are: [C:1]([O:4][C@@H:5]1[C@@H:10]([O:11][C:12](=[O:14])[CH3:13])[C@H:9]([O:15][C:16](=[O:18])[CH3:17])[C@@H:8]([CH2:19][O:20][C:21](=[O:23])[CH3:22])[O:7][C@H:6]1[C:24]1[CH:29]=[C:28]([CH2:30]Br)[CH:27]=[CH:26][C:25]=1[O:32][CH2:33][CH3:34])(=[O:3])[CH3:2].Cl[C:36]1[CH:45]=[C:44]2[C:38](=[CH:39][CH:40]=[CH:41][CH:42]=[CH:43]2)[C:37]=1[C:46]([O:48][CH3:49])=[O:47].Cl. (5) Given the product [C:6]([C:5]1[CH:8]=[CH:9][C:2]([NH:1][S:18]([CH3:17])(=[O:20])=[O:19])=[C:3]([CH3:10])[CH:4]=1)#[N:7], predict the reactants needed to synthesize it. The reactants are: [NH2:1][C:2]1[CH:9]=[CH:8][C:5]([C:6]#[N:7])=[CH:4][C:3]=1[CH3:10].N1C=CC=CC=1.[CH3:17][S:18](Cl)(=[O:20])=[O:19].[OH-].[Na+].Cl.